Dataset: Reaction yield outcomes from USPTO patents with 853,638 reactions. Task: Predict the reaction yield, written as a fraction of the theoretical maximum amount of product (1.0 means a 100% yield; for example, 0.34 means a 34% yield). The reactants are [I:1][C:2]1[CH:7]=[CH:6][C:5]([OH:8])=[CH:4][CH:3]=1.C([O-])([O-])=O.[K+].[K+].[Na+].[I-].Cl[CH2:18][C:19]1([CH3:22])[CH2:21][O:20]1. The catalyst is CN(C=O)C. The product is [I:1][C:2]1[CH:7]=[CH:6][C:5]([O:8][CH2:18][C:19]2([CH3:22])[CH2:21][O:20]2)=[CH:4][CH:3]=1. The yield is 0.690.